From a dataset of Full USPTO retrosynthesis dataset with 1.9M reactions from patents (1976-2016). Predict the reactants needed to synthesize the given product. (1) The reactants are: [Br:1][C:2]1[C:3]([C:10]#[C:11][CH:12]([CH3:14])[CH3:13])=[N:4][C:5]([O:8][CH3:9])=[CH:6][CH:7]=1.C[N:16](C=O)C.C(=O)([O-])[O-].[K+].[K+]. Given the product [Br:1][C:2]1[C:3]2[N:4]([N:16]=[C:11]([CH:12]([CH3:14])[CH3:13])[CH:10]=2)[C:5]([O:8][CH3:9])=[CH:6][CH:7]=1, predict the reactants needed to synthesize it. (2) Given the product [C:8]1([N:7]([C:15]2[CH:20]=[CH:19][C:18]([CH3:21])=[CH:17][C:16]=2[CH3:22])[C:1]2[CH:2]=[CH:3][CH:4]=[CH:5][CH:6]=2)[CH:9]=[CH:10][CH:11]=[CH:12][CH:13]=1, predict the reactants needed to synthesize it. The reactants are: [C:1]1([NH:7][C:8]2[CH:13]=[CH:12][CH:11]=[CH:10][CH:9]=2)[CH:6]=[CH:5][CH:4]=[CH:3][CH:2]=1.I[C:15]1[CH:20]=[CH:19][C:18]([CH3:21])=[CH:17][C:16]=1[CH3:22].N1C2C(=CC=C3C=2N=CC=C3)C=CC=1.[OH-].[K+].